Dataset: CYP2C9 inhibition data for predicting drug metabolism from PubChem BioAssay. Task: Regression/Classification. Given a drug SMILES string, predict its absorption, distribution, metabolism, or excretion properties. Task type varies by dataset: regression for continuous measurements (e.g., permeability, clearance, half-life) or binary classification for categorical outcomes (e.g., BBB penetration, CYP inhibition). Dataset: cyp2c9_veith. (1) The molecule is O=C(O)Cc1ccc([N+](=O)[O-])cc1[N+](=O)[O-]. The result is 0 (non-inhibitor). (2) The compound is COc1ccccc1CN1CCCC2(CCN(C(=O)c3ccco3)CC2)C1. The result is 0 (non-inhibitor). (3) The drug is Cc1cccc(-n2ncc3c(NCCCN4CCCC4=O)ncnc32)c1. The result is 1 (inhibitor). (4) The result is 0 (non-inhibitor). The drug is Cc1ccc(-n2ncc3c2ncn2nc(-c4ccco4)nc32)c(C)c1.